Dataset: Reaction yield outcomes from USPTO patents with 853,638 reactions. Task: Predict the reaction yield, written as a fraction of the theoretical maximum amount of product (1.0 means a 100% yield; for example, 0.34 means a 34% yield). (1) The reactants are [C:1]([O:5][C:6](=[O:34])[NH:7][CH2:8][CH2:9][CH2:10][N:11]([C:25](=[O:33])[C:26]1[CH:31]=[CH:30][C:29]([CH3:32])=[CH:28][CH:27]=1)[CH:12]([C:15]1[NH:20][C:19](=[O:21])[C:18]2=[CH:22][CH:23]=[CH:24][N:17]2[N:16]=1)[CH2:13][CH3:14])([CH3:4])([CH3:3])[CH3:2].C(OC(=O)NCCCN(C(C1N(CC2C=CC(F)=CC=2)C(=O)C2=CC=CN2N=1)CC)C(=O)C1C=CC(C)=CC=1)(C)(C)C.Br[CH2:78][C:79]([O:81][CH3:82])=[O:80]. No catalyst specified. The product is [CH3:82][O:81][C:79](=[O:80])[CH2:78][N:20]1[C:19](=[O:21])[C:18]2=[CH:22][CH:23]=[CH:24][N:17]2[N:16]=[C:15]1[CH:12]([N:11]([CH2:10][CH2:9][CH2:8][NH:7][C:6]([O:5][C:1]([CH3:2])([CH3:4])[CH3:3])=[O:34])[C:25](=[O:33])[C:26]1[CH:27]=[CH:28][C:29]([CH3:32])=[CH:30][CH:31]=1)[CH2:13][CH3:14]. The yield is 0.310. (2) The reactants are C[O:2][C:3](=O)[C@@H:4]1[CH2:8][C:7]2([O:12][CH2:11][CH2:10][O:9]2)[CH2:6][N:5]1[C:13]([O:15][CH2:16][C:17]1[CH:22]=[CH:21][CH:20]=[CH:19][CH:18]=1)=[O:14].[BH4-].[Li+]. No catalyst specified. The product is [CH2:16]([O:15][C:13]([N:5]1[CH2:6][C:7]2([O:12][CH2:11][CH2:10][O:9]2)[CH2:8][C@H:4]1[CH2:3][OH:2])=[O:14])[C:17]1[CH:22]=[CH:21][CH:20]=[CH:19][CH:18]=1. The yield is 0.850. (3) The reactants are [Cl:1][C:2]1[S:6][C:5]([S:7]([NH:10][CH:11]([C:17]2[N:21]([CH2:22][C:23]3[CH:28]=[CH:27][C:26]([O:29]C)=[CH:25][CH:24]=3)[N:20]=[CH:19][CH:18]=2)[CH:12]([CH2:15][CH3:16])[CH2:13][CH3:14])(=[O:9])=[O:8])=[CH:4][CH:3]=1.B(Br)(Br)Br.O. The catalyst is C(Cl)Cl. The product is [Cl:1][C:2]1[S:6][C:5]([S:7]([NH:10][CH:11]([C:17]2[N:21]([CH2:22][C:23]3[CH:24]=[CH:25][C:26]([OH:29])=[CH:27][CH:28]=3)[N:20]=[CH:19][CH:18]=2)[CH:12]([CH2:15][CH3:16])[CH2:13][CH3:14])(=[O:8])=[O:9])=[CH:4][CH:3]=1. The yield is 0.720. (4) The reactants are Br.[NH2:2][CH2:3][C:4]1[CH:5]=[C:6]([OH:10])[CH:7]=[CH:8][CH:9]=1.C(N(CC)CC)C.[C:18](O[C:18]([O:20][C:21]([CH3:24])([CH3:23])[CH3:22])=[O:19])([O:20][C:21]([CH3:24])([CH3:23])[CH3:22])=[O:19]. The catalyst is C(O)C. The product is [C:21]([O:20][C:18](=[O:19])[NH:2][CH2:3][C:4]1[CH:9]=[CH:8][CH:7]=[C:6]([OH:10])[CH:5]=1)([CH3:24])([CH3:23])[CH3:22]. The yield is 0.830.